Dataset: Forward reaction prediction with 1.9M reactions from USPTO patents (1976-2016). Task: Predict the product of the given reaction. (1) Given the reactants [F:1][C:2]1[CH:7]=[C:6]([F:8])[CH:5]=[CH:4][C:3]=1[CH:9]=[CH:10][C:11](=O)[C:12]([F:18])([F:17])[C:13]([F:16])([F:15])[F:14].Cl.[Br:21][C:22]1[CH:23]=[C:24]([NH:28][NH2:29])[CH:25]=[CH:26][CH:27]=1, predict the reaction product. The product is: [Br:21][C:22]1[CH:23]=[C:24]([N:28]2[CH:9]([C:3]3[CH:4]=[CH:5][C:6]([F:8])=[CH:7][C:2]=3[F:1])[CH2:10][C:11]([C:12]([F:18])([F:17])[C:13]([F:16])([F:15])[F:14])=[N:29]2)[CH:25]=[CH:26][CH:27]=1. (2) Given the reactants [I-].C[S+](C)(C)=O.[H-].[Na+].[H][H].[F:11][C:12]1[CH:17]=[C:16]([F:18])[CH:15]=[CH:14][C:13]=1[C:19](=[O:23])[C@@H:20]([OH:22])[CH3:21].[NH:24]1[CH:28]=[N:27][CH:26]=[N:25]1.[C:29](=O)([O-])[O-].[K+].[K+], predict the reaction product. The product is: [F:11][C:12]1[CH:17]=[C:16]([F:18])[CH:15]=[CH:14][C:13]=1[C@@:19]([OH:23])([C@@H:20]([OH:22])[CH3:21])[CH2:29][N:24]1[CH:28]=[N:27][CH:26]=[N:25]1. (3) Given the reactants Cl[C:2]1[CH:9]=[CH:8][C:5]([C:6]#[N:7])=[CH:4][N:3]=1.[F:10][C:11]([F:16])([F:15])[C@H:12]([OH:14])[CH3:13], predict the reaction product. The product is: [F:10][C:11]([F:16])([F:15])[C@H:12]([O:14][C:2]1[CH:9]=[CH:8][C:5]([C:6]#[N:7])=[CH:4][N:3]=1)[CH3:13]. (4) Given the reactants [N:1]1([C:7]2[CH:8]=[CH:9][C:10]3[N:11]([C:13]([C:16]([F:19])([F:18])[F:17])=[N:14][N:15]=3)[N:12]=2)[CH2:6][CH2:5][NH:4][CH2:3][CH2:2]1.[CH3:20][N:21]1[C:25]2[CH:26]=[CH:27][CH:28]=[CH:29][C:24]=2[N:23]=[C:22]1[CH:30]=O, predict the reaction product. The product is: [CH3:20][N:21]1[C:25]2[CH:26]=[CH:27][CH:28]=[CH:29][C:24]=2[N:23]=[C:22]1[CH2:30][N:4]1[CH2:3][CH2:2][N:1]([C:7]2[CH:8]=[CH:9][C:10]3[N:11]([C:13]([C:16]([F:17])([F:18])[F:19])=[N:14][N:15]=3)[N:12]=2)[CH2:6][CH2:5]1. (5) Given the reactants C([O:4][C:5]1[CH:10]=[CH:9][C:8]([C:11]2[N:12]=[C:13]([CH2:26][C:27]3[CH:32]=[CH:31][CH:30]=[CH:29][CH:28]=3)[C:14]([N:17](S(C)(=O)=O)[S:18]([CH3:21])(=[O:20])=[O:19])=[N:15][CH:16]=2)=[CH:7][CH:6]=1)(=O)C.[OH-].[Na+].Cl, predict the reaction product. The product is: [CH2:26]([C:13]1[C:14]([NH:17][S:18]([CH3:21])(=[O:20])=[O:19])=[N:15][CH:16]=[C:11]([C:8]2[CH:9]=[CH:10][C:5]([OH:4])=[CH:6][CH:7]=2)[N:12]=1)[C:27]1[CH:32]=[CH:31][CH:30]=[CH:29][CH:28]=1. (6) Given the reactants Br[C:2]1[S:6][C:5]([CH:7]=[O:8])=[C:4]([CH3:9])[CH:3]=1.[C:10]1(B(O)O)[CH:15]=[CH:14][CH:13]=[CH:12][CH:11]=1.C([O-])([O-])=O.[Na+].[Na+], predict the reaction product. The product is: [CH3:9][C:4]1[CH:3]=[C:2]([C:10]2[CH:15]=[CH:14][CH:13]=[CH:12][CH:11]=2)[S:6][C:5]=1[CH:7]=[O:8]. (7) The product is: [CH2:1]([O:8][C:9]1[CH:14]=[CH:13][C:12]([CH:15]([OH:36])[CH:16]([CH2:22][C:23]2[CH:28]=[CH:27][CH:26]=[C:25]([O:29][C:30]([F:34])([F:35])[CH:31]([F:32])[F:33])[CH:24]=2)[C:17]([OH:19])=[O:18])=[CH:11][CH:10]=1)[C:2]1[CH:3]=[CH:4][CH:5]=[CH:6][CH:7]=1. Given the reactants [CH2:1]([O:8][C:9]1[CH:14]=[CH:13][C:12]([CH:15]([OH:36])[CH:16]([CH2:22][C:23]2[CH:28]=[CH:27][CH:26]=[C:25]([O:29][C:30]([F:35])([F:34])[CH:31]([F:33])[F:32])[CH:24]=2)[C:17]([O:19]CC)=[O:18])=[CH:11][CH:10]=1)[C:2]1[CH:7]=[CH:6][CH:5]=[CH:4][CH:3]=1.[OH-].[Na+].Cl, predict the reaction product. (8) Given the reactants [CH3:1][Si](C=[N+]=[N-])(C)C.[C:8]([O:12][C:13]([N:15]1[CH2:22][C@@H:21]([OH:23])[CH2:20][C@@H:16]1[C:17]([OH:19])=[O:18])=[O:14])([CH3:11])([CH3:10])[CH3:9], predict the reaction product. The product is: [OH:23][C@@H:21]1[CH2:22][N:15]([C:13]([O:12][C:8]([CH3:11])([CH3:9])[CH3:10])=[O:14])[C@@H:16]([C:17]([O:19][CH3:1])=[O:18])[CH2:20]1. (9) Given the reactants [CH3:1][O:2][C:3](=[O:17])[C:4]1[CH:9]=[CH:8][CH:7]=[C:6]([C:10]2[N:11]=[CH:12][S:13][C:14]=2[CH2:15][OH:16])[CH:5]=1.[O:18]1[CH:23]=[CH:22][CH2:21][CH2:20][CH2:19]1.O.C1(C)C=CC(S(O)(=O)=O)=CC=1, predict the reaction product. The product is: [CH3:1][O:2][C:3](=[O:17])[C:4]1[CH:9]=[CH:8][CH:7]=[C:6]([C:10]2[N:11]=[CH:12][S:13][C:14]=2[CH2:15][O:16][CH:19]2[CH2:20][CH2:21][CH2:22][CH2:23][O:18]2)[CH:5]=1. (10) Given the reactants [NH:1]1[C:9]2[C:4](=[CH:5][C:6]([C:10]([N:12]3[CH2:18][C:17]4([CH3:20])[CH2:19][CH:13]3[CH2:14][C:15]([CH3:22])([CH3:21])[CH2:16]4)=[O:11])=[CH:7][CH:8]=2)[CH:3]=[CH:2]1.C([Li])CCC.[C:28]1([S:34](Cl)(=[O:36])=[O:35])[CH:33]=[CH:32][CH:31]=[CH:30][CH:29]=1, predict the reaction product. The product is: [C:28]1([S:34]([N:1]2[C:9]3[C:4](=[CH:5][C:6]([C:10]([N:12]4[CH2:18][C:17]5([CH3:20])[CH2:19][CH:13]4[CH2:14][C:15]([CH3:22])([CH3:21])[CH2:16]5)=[O:11])=[CH:7][CH:8]=3)[CH:3]=[CH:2]2)(=[O:36])=[O:35])[CH:33]=[CH:32][CH:31]=[CH:30][CH:29]=1.